Dataset: Catalyst prediction with 721,799 reactions and 888 catalyst types from USPTO. Task: Predict which catalyst facilitates the given reaction. (1) Reactant: [O:1]1[CH2:6][CH:5]=[C:4]([C:7]2[CH:12]=[CH:11][C:10]([CH:13]([NH:16][C:17]([N:19]3[CH2:24][C:23](=[O:25])[NH:22][C:21]4[CH:26]=[CH:27][CH:28]=[N:29][C:20]3=4)=[O:18])[CH2:14][CH3:15])=[CH:9][CH:8]=2)[CH2:3][CH2:2]1. The catalyst class is: 129. Product: [O:25]=[C:23]1[CH2:24][N:19]([C:17]([NH:16][CH:13]([C:10]2[CH:9]=[CH:8][C:7]([CH:4]3[CH2:5][CH2:6][O:1][CH2:2][CH2:3]3)=[CH:12][CH:11]=2)[CH2:14][CH3:15])=[O:18])[C:20]2[N:29]=[CH:28][CH:27]=[CH:26][C:21]=2[NH:22]1. (2) Reactant: Br[C:2]([CH3:16])([CH3:15])[C:3]([NH:5][C:6]1[CH:10]=[C:9]([C:11]([CH3:14])([CH3:13])[CH3:12])[O:8][N:7]=1)=[O:4].[Na+].[CH3:18][S:19]([C:22]1[CH:27]=[CH:26][C:25]([S:28]([O-:30])=[O:29])=[CH:24][CH:23]=1)(=[O:21])=[O:20].N1C=CC=CC=1.Cl. Product: [C:11]([C:9]1[O:8][N:7]=[C:6]([NH:5][C:3](=[O:4])[C:2]([S:28]([C:25]2[CH:24]=[CH:23][C:22]([S:19]([CH3:18])(=[O:21])=[O:20])=[CH:27][CH:26]=2)(=[O:30])=[O:29])([CH3:16])[CH3:15])[CH:10]=1)([CH3:14])([CH3:13])[CH3:12]. The catalyst class is: 3.